This data is from TCR-epitope binding with 47,182 pairs between 192 epitopes and 23,139 TCRs. The task is: Binary Classification. Given a T-cell receptor sequence (or CDR3 region) and an epitope sequence, predict whether binding occurs between them. (1) Result: 0 (the TCR does not bind to the epitope). The epitope is FLYNLLTRV. The TCR CDR3 sequence is CASSLHLGGELFF. (2) The epitope is KAFSPEVIPMF. The TCR CDR3 sequence is CASSPDRARDGYTF. Result: 1 (the TCR binds to the epitope). (3) Result: 1 (the TCR binds to the epitope). The TCR CDR3 sequence is CASSVGYSNQPQHF. The epitope is HTTDPSFLGRY. (4) The epitope is LLALHRSYL. The TCR CDR3 sequence is CASSLGVNEKLFF. Result: 0 (the TCR does not bind to the epitope). (5) The epitope is DRFYKTLRAEQASQEV. The TCR CDR3 sequence is CASSLRGVSSYNEQFF. Result: 0 (the TCR does not bind to the epitope). (6) The epitope is FRYMNSQGL. The TCR CDR3 sequence is CASSQDLGGYEQYF. Result: 1 (the TCR binds to the epitope). (7) The epitope is YIFFASFYY. The TCR CDR3 sequence is CASSSPNGSLYEQYF. Result: 1 (the TCR binds to the epitope). (8) The epitope is CINGVCWTV. The TCR CDR3 sequence is CASSQEVTVPTYEQYF. Result: 1 (the TCR binds to the epitope). (9) The epitope is ELAGIGILTV. Result: 1 (the TCR binds to the epitope). The TCR CDR3 sequence is CASSLVGEGRTEAFF. (10) Result: 1 (the TCR binds to the epitope). The epitope is LEPLVDLPI. The TCR CDR3 sequence is CSVEGIRDRGGISGYGYTF.